From a dataset of Full USPTO retrosynthesis dataset with 1.9M reactions from patents (1976-2016). Predict the reactants needed to synthesize the given product. (1) Given the product [Br:1][C:2]1[CH:7]=[C:6]([C:18]#[C:17][Si:16]([CH:13]([CH3:15])[CH3:14])([CH:22]([CH3:24])[CH3:23])[CH:19]([CH3:21])[CH3:20])[CH:5]=[CH:4][C:3]=1[O:9][CH:10]([F:12])[F:11], predict the reactants needed to synthesize it. The reactants are: [Br:1][C:2]1[CH:7]=[C:6](I)[CH:5]=[CH:4][C:3]=1[O:9][CH:10]([F:12])[F:11].[CH:13]([Si:16]([CH:22]([CH3:24])[CH3:23])([CH:19]([CH3:21])[CH3:20])[C:17]#[CH:18])([CH3:15])[CH3:14]. (2) Given the product [CH3:1][O:2][C:3]1[CH:4]=[CH:5][C:6]([C:7]([CH:9]2[CH2:10][CH2:11][N:12]([CH2:15][C:16]([N:25]([CH2:24][CH2:23][O:22][CH3:21])[CH2:26][C:27]3[NH:28][C:29](=[O:37])[C:30]4[CH2:36][O:35][CH2:34][CH2:33][C:31]=4[N:32]=3)=[O:18])[CH2:13][CH2:14]2)=[O:8])=[CH:19][CH:20]=1, predict the reactants needed to synthesize it. The reactants are: [CH3:1][O:2][C:3]1[CH:20]=[CH:19][C:6]([C:7]([CH:9]2[CH2:14][CH2:13][N:12]([CH2:15][C:16]([OH:18])=O)[CH2:11][CH2:10]2)=[O:8])=[CH:5][CH:4]=1.[CH3:21][O:22][CH2:23][CH2:24][NH:25][CH2:26][C:27]1[NH:28][C:29](=[O:37])[C:30]2[CH2:36][O:35][CH2:34][CH2:33][C:31]=2[N:32]=1. (3) Given the product [CH2:24]([N:26]([CH2:27][C:28]1[N:29]([CH3:33])[CH:30]=[CH:31][CH:32]=1)[C:21](=[O:22])[CH2:20][N:9]([C:4]1[CH:5]=[CH:6][CH:7]=[CH:8][C:3]=1[O:2][CH3:1])[S:10]([C:13]1[C:14]([CH3:19])=[CH:15][CH:16]=[CH:17][CH:18]=1)(=[O:11])=[O:12])[CH3:25], predict the reactants needed to synthesize it. The reactants are: [CH3:1][O:2][C:3]1[CH:8]=[CH:7][CH:6]=[CH:5][C:4]=1[N:9]([CH2:20][C:21](O)=[O:22])[S:10]([C:13]1[C:14]([CH3:19])=[CH:15][CH:16]=[CH:17][CH:18]=1)(=[O:12])=[O:11].[CH2:24]([NH:26][CH2:27][C:28]1[N:29]([CH3:33])[CH:30]=[CH:31][CH:32]=1)[CH3:25]. (4) Given the product [F:1][C@H:2]1[C@H:7]([O:8][C:9]2[CH:10]=[CH:11][CH:12]=[C:13]3[C:18]=2[N:17]=[C:16]([C:19]2[N:23]4[CH:24]=[CH:25][C:26]([O:28][CH2:29][CH2:30][O:31][CH3:32])=[CH:27][C:22]4=[N:21][CH:20]=2)[CH:15]=[CH:14]3)[CH2:6][CH2:5][N:4]([CH3:35])[CH2:3]1, predict the reactants needed to synthesize it. The reactants are: [F:1][C@H:2]1[C@H:7]([O:8][C:9]2[CH:10]=[CH:11][CH:12]=[C:13]3[C:18]=2[N:17]=[C:16]([C:19]2[N:23]4[CH:24]=[CH:25][C:26]([O:28][CH2:29][CH2:30][O:31][CH3:32])=[CH:27][C:22]4=[N:21][CH:20]=2)[CH:15]=[CH:14]3)[CH2:6][CH2:5][NH:4][CH2:3]1.C=O.[C:35](O)(=O)C.C(O[BH-](OC(=O)C)OC(=O)C)(=O)C.[Na+].C([O-])([O-])=O.[K+].[K+]. (5) Given the product [Br:1][C:2]1[C:3]([N:10]([CH:19]2[CH2:24][CH2:23][O:22][CH2:21][CH2:20]2)[NH2:11])=[N:4][C:5]([C:8]#[N:9])=[N:6][CH:7]=1, predict the reactants needed to synthesize it. The reactants are: [Br:1][C:2]1[C:3]([N:10]([CH:19]2[CH2:24][CH2:23][O:22][CH2:21][CH2:20]2)[NH:11]C(OC(C)(C)C)=O)=[N:4][C:5]([C:8]#[N:9])=[N:6][CH:7]=1.C1(C)C=CC(S(O)(=O)=O)=CC=1. (6) Given the product [CH3:18][N:7]1[C:8]2[C:13](=[CH:12][CH:11]=[C:10]([C:14]([F:17])([F:16])[F:15])[CH:9]=2)[C:5]([C:3]([OH:4])=[O:21])=[CH:6]1, predict the reactants needed to synthesize it. The reactants are: FC(F)(F)[C:3]([C:5]1[C:13]2[C:8](=[CH:9][C:10]([C:14]([F:17])([F:16])[F:15])=[CH:11][CH:12]=2)[N:7]([CH3:18])[CH:6]=1)=[O:4].[OH-:21].[Na+].Cl. (7) Given the product [Cl:1][C:2]1[CH:3]=[CH:4][C:5]([C:30]#[N:31])=[C:6]([C:8]2[C:13]([O:14][CH3:15])=[CH:12][N:11]([CH:16]([CH2:20][C@H:21]3[CH2:26][CH2:25][C@@H:24]([O:27][CH3:28])[CH2:23][CH2:22]3)[C:17]([NH:32][C:33]3[CH:34]=[CH:35][C:36]([C:37]([O:39][CH2:40][CH3:41])=[O:38])=[CH:42][CH:43]=3)=[O:18])[C:10](=[O:29])[CH:9]=2)[CH:7]=1, predict the reactants needed to synthesize it. The reactants are: [Cl:1][C:2]1[CH:3]=[CH:4][C:5]([C:30]#[N:31])=[C:6]([C:8]2[C:13]([O:14][CH3:15])=[CH:12][N:11]([CH:16]([CH2:20][C@H:21]3[CH2:26][CH2:25][C@@H:24]([O:27][CH3:28])[CH2:23][CH2:22]3)[C:17](O)=[O:18])[C:10](=[O:29])[CH:9]=2)[CH:7]=1.[NH2:32][C:33]1[CH:43]=[CH:42][C:36]([C:37]([O:39][CH2:40][CH3:41])=[O:38])=[CH:35][CH:34]=1.CC(C)N=C=NC(C)C. (8) Given the product [C:37]([O:44][CH2:45][C:46]([C:47]([O:49][C@@H:27]([CH2:28][CH2:29][C:30]1[CH:31]=[CH:32][CH:33]=[CH:34][CH:35]=1)[CH2:26][CH2:25][C@H:8]1[C@H:7]([OH:6])[CH2:12][C@H:10]([OH:11])[C@@H:9]1[CH2:13]/[CH:14]=[CH:15]\[CH2:16][CH2:17][CH2:18][C:19]([O:21][CH:22]([CH3:24])[CH3:23])=[O:20])=[O:48])([CH3:50])[CH2:51][O:52][C:53](=[O:59])[CH2:54][CH2:55][CH2:56][C:57]#[CH:58])(=[O:43])[CH2:38][CH2:39][CH2:40][C:41]#[CH:42], predict the reactants needed to synthesize it. The reactants are: C(B1[O:11][C@H:10]2[CH2:12][C@H:7]([C@H:8]([CH2:25][CH2:26][C@@H:27](O)[CH2:28][CH2:29][C:30]3[CH:35]=[CH:34][CH:33]=[CH:32][CH:31]=3)[C@H:9]2[CH2:13]/[CH:14]=[CH:15]\[CH2:16][CH2:17][CH2:18][C:19]([O:21][CH:22]([CH3:24])[CH3:23])=[O:20])[O:6]1)CCC.[C:37]([O:44][CH2:45][C:46]([CH2:51][O:52][C:53](=[O:59])[CH2:54][CH2:55][CH2:56][C:57]#[CH:58])([CH3:50])[C:47]([OH:49])=[O:48])(=[O:43])[CH2:38][CH2:39][CH2:40][C:41]#[CH:42].C1CCC(N=C=NC2CCCCC2)CC1. (9) Given the product [CH3:1][O:2][C:3]1[C:8]2[O:9][C:10]3[CH:15]=[CH:14][CH:13]=[CH:12][C:11]=3[C:7]=2[C:6]([C:16]2[S:18][CH:25]=[C:26]([C:28]3[N:33]=[C:32]([C:34]([O:36][CH2:37][CH3:38])=[O:35])[CH:31]=[CH:30][CH:29]=3)[N:17]=2)=[CH:5][CH:4]=1, predict the reactants needed to synthesize it. The reactants are: [CH3:1][O:2][C:3]1[C:8]2[O:9][C:10]3[CH:15]=[CH:14][CH:13]=[CH:12][C:11]=3[C:7]=2[C:6]([C:16](=[S:18])[NH2:17])=[CH:5][CH:4]=1.C(=O)(O)[O-].[Na+].Br[CH2:25][C:26]([C:28]1[N:33]=[C:32]([C:34]([O:36][CH2:37][CH3:38])=[O:35])[CH:31]=[CH:30][CH:29]=1)=O.O.